Dataset: Peptide-MHC class II binding affinity with 134,281 pairs from IEDB. Task: Regression. Given a peptide amino acid sequence and an MHC pseudo amino acid sequence, predict their binding affinity value. This is MHC class II binding data. (1) The peptide sequence is LAAAAAWDALAAELY. The MHC is DRB5_0101 with pseudo-sequence DRB5_0101. The binding affinity (normalized) is 0.319. (2) The peptide sequence is AVTFVNAPALAAERG. The MHC is DRB1_1501 with pseudo-sequence DRB1_1501. The binding affinity (normalized) is 0.181. (3) The peptide sequence is IQDLEKYVEDTKIDL. The MHC is DRB1_0901 with pseudo-sequence DRB1_0901. The binding affinity (normalized) is 0.0443. (4) The peptide sequence is YDEPMTPGQCNMVVE. The MHC is DRB3_0101 with pseudo-sequence DRB3_0101. The binding affinity (normalized) is 0.0386. (5) The peptide sequence is VIRDLAAMDGGGFYA. The MHC is HLA-DQA10501-DQB10302 with pseudo-sequence HLA-DQA10501-DQB10302. The binding affinity (normalized) is 0.327. (6) The peptide sequence is IAYQEDEFFECFKYL. The MHC is DRB3_0101 with pseudo-sequence DRB3_0101. The binding affinity (normalized) is 0.591. (7) The peptide sequence is MRNVFDDVVPADFKV. The MHC is DRB1_1602 with pseudo-sequence DRB1_1602. The binding affinity (normalized) is 0.185.